Predict the product of the given reaction. From a dataset of Forward reaction prediction with 1.9M reactions from USPTO patents (1976-2016). Given the reactants Br[C:2]1[CH:19]=[CH:18][C:5]([CH2:6][N:7]2[CH2:11][C:10](=[O:12])[N:9]([CH2:13][CH:14]([CH3:16])[CH3:15])[C:8]2=[O:17])=[CH:4][CH:3]=1.[B:20]1([B:20]2[O:24][C:23]([CH3:26])([CH3:25])[C:22]([CH3:28])([CH3:27])[O:21]2)[O:24][C:23]([CH3:26])([CH3:25])[C:22]([CH3:28])([CH3:27])[O:21]1.C([O-])(=O)C.[K+].O, predict the reaction product. The product is: [CH2:13]([N:9]1[C:10](=[O:12])[CH2:11][N:7]([CH2:6][C:5]2[CH:18]=[CH:19][C:2]([B:20]3[O:24][C:23]([CH3:26])([CH3:25])[C:22]([CH3:28])([CH3:27])[O:21]3)=[CH:3][CH:4]=2)[C:8]1=[O:17])[CH:14]([CH3:16])[CH3:15].